Dataset: Reaction yield outcomes from USPTO patents with 853,638 reactions. Task: Predict the reaction yield, written as a fraction of the theoretical maximum amount of product (1.0 means a 100% yield; for example, 0.34 means a 34% yield). (1) The product is [F:1][C:2]1[CH:3]=[CH:4][C:5]2[S:9][C:8]([CH2:10][N:11]3[C:20](=[O:21])[C:19]4[N:18]([CH2:22][C:23]#[C:24][CH3:25])[C:17]([N:38]5[CH2:39][CH2:40][CH2:41][CH:36]([C:34]([O:33][C:29]([CH3:32])([CH3:31])[CH3:30])=[O:35])[C@@H:37]5[NH2:51])=[N:16][C:15]=4[N:14]([CH3:27])[C:12]3=[O:13])=[N:7][C:6]=2[CH:28]=1. No catalyst specified. The reactants are [F:1][C:2]1[CH:3]=[CH:4][C:5]2[S:9][C:8]([CH2:10][N:11]3[C:20](=[O:21])[C:19]4[N:18]([CH2:22][C:23]#[C:24][CH3:25])[C:17](Br)=[N:16][C:15]=4[N:14]([CH3:27])[C:12]3=[O:13])=[N:7][C:6]=2[CH:28]=1.[C:29]([O:33][C:34]([C@@H:36]1[CH2:41][CH2:40][CH2:39][N:38](N)[CH2:37]1)=[O:35])([CH3:32])([CH3:31])[CH3:30].C(=O)([O-])[O-].[K+].[K+].O.C[N:51](C)C=O. The yield is 0.776. (2) The reactants are [CH2:1]([O:3][C:4](=[O:28])[CH2:5][CH2:6][NH:7][C:8]1[CH:13]=[CH:12][C:11]([C:14]([N:16]2[CH2:22][C:21]3([CH3:24])[CH2:23][CH:17]2[CH2:18][C:19]([CH3:26])([CH3:25])[CH2:20]3)=[O:15])=[CH:10][C:9]=1[NH2:27])[CH3:2].C(=O)C.CN1C(=O)[CH2:36][CH2:35][CH2:34]1. No catalyst specified. The product is [CH2:1]([O:3][C:4](=[O:28])[CH2:5][CH2:6][N:7]1[C:8]2[CH:13]=[CH:12][C:11]([C:14]([N:16]3[CH2:22][C:21]4([CH3:24])[CH2:23][CH:17]3[CH2:18][C:19]([CH3:26])([CH3:25])[CH2:20]4)=[O:15])=[CH:10][C:9]=2[N:27]=[C:34]1[CH2:35][CH3:36])[CH3:2]. The yield is 0.380. (3) The reactants are Br[C:2]1[CH:3]=[C:4]([N+:14]([O-:16])=[O:15])[CH:5]=[C:6]2[C:10]=1[N:9]([CH2:11][CH2:12][CH3:13])[CH:8]=[CH:7]2.C(=O)([O-])[O-].[Cs+].[Cs+].[CH:23]1(B(O)O)[CH2:25][CH2:24]1. The catalyst is C1(C)C=CC=CC=1.C1C=CC(P(C2C=CC=CC=2)[C-]2C=CC=C2)=CC=1.C1C=CC(P(C2C=CC=CC=2)[C-]2C=CC=C2)=CC=1.Cl[Pd]Cl.[Fe+2].C(Cl)Cl. The product is [CH:23]1([C:2]2[CH:3]=[C:4]([N+:14]([O-:16])=[O:15])[CH:5]=[C:6]3[C:10]=2[N:9]([CH2:11][CH2:12][CH3:13])[CH:8]=[CH:7]3)[CH2:25][CH2:24]1. The yield is 0.690. (4) The reactants are CC([N:5]([C@H:9]([C:12]([NH:14][C@@H:15]([CH2:31][CH2:32][C:33]1[CH:38]=[CH:37][CH:36]=[CH:35][CH:34]=1)/[CH:16]=[CH:17]/[C:18]([NH:20][C:21]1[S:22][C:23]([C:26]2([CH3:30])[CH2:29][CH2:28][CH2:27]2)=[N:24][N:25]=1)=[O:19])=[O:13])[CH2:10][CH3:11])C(=O)[O-])(C)C.[C:39]([OH:45])([C:41]([F:44])([F:43])[F:42])=[O:40]. The catalyst is C(Cl)Cl. The product is [F:42][C:41]([F:44])([F:43])[C:39]([OH:45])=[O:40].[NH2:5][C@@H:9]([CH2:10][CH3:11])[C:12]([NH:14][C@@H:15]([CH2:31][CH2:32][C:33]1[CH:38]=[CH:37][CH:36]=[CH:35][CH:34]=1)/[CH:16]=[CH:17]/[C:18]([NH:20][C:21]1[S:22][C:23]([C:26]2([CH3:30])[CH2:29][CH2:28][CH2:27]2)=[N:24][N:25]=1)=[O:19])=[O:13]. The yield is 0.490. (5) The reactants are Br[C:2]1[CH:7]=[CH:6][C:5]([N:8]2[C:12]([CH2:13][C@H:14]3[CH2:18][CH2:17][N:16]([C:19]([CH:21]4[CH2:23][CH2:22]4)=[O:20])[CH2:15]3)=[N:11][NH:10][C:9]2=[O:24])=[CH:4][CH:3]=1.CC1(C)C(C)(C)OB([C:33]2[CH:34]=[CH:35][C:36]3[O:40][CH:39]=[CH:38][C:37]=3[CH:41]=2)O1.C(=O)([O-])[O-].[K+].[K+]. The catalyst is O1CCOCC1.C1C=CC(P(C2C=CC=CC=2)[C-]2C=CC=C2)=CC=1.C1C=CC(P(C2C=CC=CC=2)[C-]2C=CC=C2)=CC=1.Cl[Pd]Cl.[Fe+2].ClCCl. The product is [O:40]1[C:36]2[CH:35]=[CH:34][C:33]([C:2]3[CH:7]=[CH:6][C:5]([N:8]4[C:12]([CH2:13][C@H:14]5[CH2:18][CH2:17][N:16]([C:19]([CH:21]6[CH2:23][CH2:22]6)=[O:20])[CH2:15]5)=[N:11][NH:10][C:9]4=[O:24])=[CH:4][CH:3]=3)=[CH:41][C:37]=2[CH:38]=[CH:39]1. The yield is 0.350. (6) The reactants are [F:1][C:2]1[CH:3]=[C:4]2[C:8](=[CH:9][CH:10]=1)[NH:7][C:6](=[O:11])/[C:5]/2=[CH:12]\[C:13]1[CH:18]=[CH:17][CH:16]=[C:15]([Cl:19])[CH:14]=1.[F:20][C:21]1[CH:22]=[CH:23][C:24]([CH3:36])=[C:25]([CH:27]=[N:28][C:29]([O:31][Si](C)(C)C)=[CH2:30])[CH:26]=1. The yield is 0.410. The catalyst is C1(C)C=CC=CC=1. The product is [Cl:19][C:15]1[CH:14]=[C:13]([CH:12]2[CH2:30][C:29](=[O:31])[NH:28][CH:27]([C:25]3[CH:26]=[C:21]([F:20])[CH:22]=[CH:23][C:24]=3[CH3:36])[C:5]32[C:4]2[C:8](=[CH:9][CH:10]=[C:2]([F:1])[CH:3]=2)[NH:7][C:6]3=[O:11])[CH:18]=[CH:17][CH:16]=1. (7) The reactants are C1(P([C:14]2[CH:19]=[CH:18][CH:17]=[CH:16][CH:15]=2)C2C=CC=CC=2)C=CC=CC=1.Br[CH2:21][CH2:22][CH2:23]O.N([C:33]([O:35][CH:36]([CH3:38])[CH3:37])=O)=NC(OC(C)C)=O.[Br-].[CH2:40]([NH:48][CH2:49][CH2:50]C1C=CC=CC=1)[CH2:41][C:42]1[CH:47]=[CH:46][CH:45]=[CH:44][CH:43]=1.[Cl:57][C:58]1[C:65]([C:66]([F:69])([F:68])[F:67])=[CH:64][CH:63]=[CH:62][C:59]=1[CH:60]=O.C(O[BH-]([O:79][C:80](=[O:82])[CH3:81])OC(=O)C)(=O)C.[Na+]. The catalyst is C1(C)C=CC=CC=1.CS(C)=O.C(O)(=O)C.CN(C)C=O. The product is [Cl:57][C:58]1[C:65]([C:66]([F:69])([F:68])[F:67])=[CH:64][CH:63]=[CH:62][C:59]=1[CH2:60][N:48]([CH2:40][CH:41]([C:14]1[CH:15]=[CH:16][CH:17]=[CH:18][CH:19]=1)[C:42]1[CH:43]=[CH:44][CH:45]=[CH:46][CH:47]=1)[CH2:49][CH2:50][CH2:33][O:35][C:36]1[CH:37]=[C:21]([CH2:81][C:80]([OH:79])=[O:82])[CH:22]=[CH:23][CH:38]=1. The yield is 0.0500. (8) The reactants are [NH2:1][C:2]1[S:6][C:5]([CH2:13][CH2:14][CH2:15][C:16]([NH:18][CH2:19][CH2:20][O:21][Si:22]([C:25]([CH3:28])([CH3:27])[CH3:26])([CH3:24])[CH3:23])=[O:17])([C:7]2[CH:12]=[CH:11][CH:10]=[CH:9][CH:8]=2)[N:4]([C:29](=[O:34])[C:30]([CH3:33])([CH3:32])[CH3:31])[N:3]=1.N1C=CC=CC=1.[CH3:41][C:42]([CH3:47])([CH3:46])[C:43](Cl)=[O:44]. No catalyst specified. The product is [O:21]([CH2:20][CH2:19][NH:18][C:16](=[O:17])[CH2:15][CH2:14][CH2:13][C:5]1([C:7]2[CH:8]=[CH:9][CH:10]=[CH:11][CH:12]=2)[N:4]([C:29](=[O:34])[C:30]([CH3:33])([CH3:32])[CH3:31])[N:3]=[C:2]([NH:1][C:43](=[O:44])[C:42]([CH3:47])([CH3:46])[CH3:41])[S:6]1)[Si:22]([C:25]([CH3:26])([CH3:27])[CH3:28])([CH3:24])[CH3:23]. The yield is 0.830. (9) The catalyst is CN1CCCC1=O.C(OCC)(=O)C.O. The yield is 0.0700. The reactants are [Br:1][C:2]1[C:7]([NH2:8])=[CH:6][CH:5]=[CH:4][N:3]=1.Cl[CH2:10][CH2:11][N:12]([CH2:21][CH2:22]Cl)[C:13]1[CH:18]=[CH:17][C:16]([O:19][CH3:20])=[CH:15][CH:14]=1.C(=O)([O-])[O-].[K+].[K+].[I-].[Na+]. The product is [Br:1][C:2]1[C:7]([N:8]2[CH2:22][CH2:21][N:12]([C:13]3[CH:14]=[CH:15][C:16]([O:19][CH3:20])=[CH:17][CH:18]=3)[CH2:11][CH2:10]2)=[CH:6][CH:5]=[CH:4][N:3]=1. (10) The reactants are [CH:1]([N:14]1[C:22]2[C:17](=[CH:18][C:19]([Cl:23])=[CH:20][CH:21]=2)[C:16]([CH2:24][CH2:25][S:26]([C:29]2[CH:34]=[CH:33][C:32]([C:35]3[CH:36]=[C:37]([CH:42]=[CH:43][CH:44]=3)[C:38]([O:40][CH3:41])=[O:39])=[CH:31][CH:30]=2)(=[O:28])=[O:27])=[C:15]1[CH2:45][CH2:46]OS(C)(=O)=O)([C:8]1[CH:13]=[CH:12][CH:11]=[CH:10][CH:9]=1)[C:2]1[CH:7]=[CH:6][CH:5]=[CH:4][CH:3]=1.[N-:52]=[N+:53]=[N-:54].[Na+].CN(C=O)C. The product is [N:52]([CH2:46][CH2:45][C:15]1[N:14]([CH:1]([C:2]2[CH:7]=[CH:6][CH:5]=[CH:4][CH:3]=2)[C:8]2[CH:13]=[CH:12][CH:11]=[CH:10][CH:9]=2)[C:22]2[C:17]([C:16]=1[CH2:24][CH2:25][S:26]([C:29]1[CH:34]=[CH:33][C:32]([C:35]3[CH:36]=[C:37]([CH:42]=[CH:43][CH:44]=3)[C:38]([O:40][CH3:41])=[O:39])=[CH:31][CH:30]=1)(=[O:28])=[O:27])=[CH:18][C:19]([Cl:23])=[CH:20][CH:21]=2)=[N+:53]=[N-:54]. The catalyst is O. The yield is 0.990.